Dataset: Catalyst prediction with 721,799 reactions and 888 catalyst types from USPTO. Task: Predict which catalyst facilitates the given reaction. (1) Reactant: [CH2:1]([O:3][C:4](=[O:22])[CH2:5][N:6]([C:12]([O:14][CH2:15][C:16]1[CH:21]=[CH:20][CH:19]=[CH:18][CH:17]=1)=[O:13])[CH2:7][CH:8]([OH:11])CO)[CH3:2]. Product: [CH2:1]([O:3][C:4](=[O:22])[CH2:5][N:6]([C:12]([O:14][CH2:15][C:16]1[CH:21]=[CH:20][CH:19]=[CH:18][CH:17]=1)=[O:13])[CH2:7][CH:8]=[O:11])[CH3:2]. The catalyst class is: 2. (2) Reactant: C(OC([N:8]1[CH2:13][CH2:12][CH:11]([CH2:14][N:15]2[CH2:19][CH2:18][CH2:17][CH2:16]2)[CH2:10][CH2:9]1)=O)(C)(C)C.Cl. Product: [N:15]1([CH2:14][CH:11]2[CH2:12][CH2:13][NH:8][CH2:9][CH2:10]2)[CH2:19][CH2:18][CH2:17][CH2:16]1. The catalyst class is: 12. (3) Reactant: [C:1]1([S:7]([C:10]2[CH:11]=[N:12][C:13]3[C:18]([CH:19]=2)=[CH:17][CH:16]=[CH:15][C:14]=3[NH:20][CH2:21][CH2:22][CH:23]2[CH2:28][CH2:27][O:26][CH2:25][CH2:24]2)(=[O:9])=[O:8])[CH:6]=[CH:5][CH:4]=[CH:3][CH:2]=1.CO.[ClH:31]. Product: [ClH:31].[C:1]1([S:7]([C:10]2[CH:11]=[N:12][C:13]3[C:18]([CH:19]=2)=[CH:17][CH:16]=[CH:15][C:14]=3[NH:20][CH2:21][CH2:22][CH:23]2[CH2:28][CH2:27][O:26][CH2:25][CH2:24]2)(=[O:8])=[O:9])[CH:2]=[CH:3][CH:4]=[CH:5][CH:6]=1. The catalyst class is: 27. (4) Reactant: Cl[C:2]1[N:7]=[C:6]([NH:8][CH2:9][CH2:10][NH:11][C:12]2[CH:19]=[CH:18][C:15]([C:16]#[N:17])=[CH:14][N:13]=2)[N:5]2[N:20]=[CH:21][N:22]=[C:4]2[CH:3]=1.[Cl:23][C:24]1[CH:29]=[C:28]([Cl:30])[CH:27]=[CH:26][C:25]=1B(O)O.C(=O)([O-])[O-].[Na+].[Na+]. Product: [Cl:23][C:24]1[CH:29]=[C:28]([Cl:30])[CH:27]=[CH:26][C:25]=1[C:2]1[N:7]=[C:6]([NH:8][CH2:9][CH2:10][NH:11][C:12]2[CH:19]=[CH:18][C:15]([C:16]#[N:17])=[CH:14][N:13]=2)[N:5]2[N:20]=[CH:21][N:22]=[C:4]2[CH:3]=1. The catalyst class is: 12. (5) Reactant: [CH:1]1([CH2:7][N:8]2[CH:12]([C:13]3[CH:18]=[CH:17][N:16]=[CH:15][CH:14]=3)[CH:11]([C:19]3[CH:24]=[CH:23][C:22]([Cl:25])=[C:21]([Cl:26])[CH:20]=3)[C:10](=[O:27])[N:9]2[CH3:28])[CH2:6][CH2:5][CH2:4][CH2:3][CH2:2]1.[Br-].[Br-].[Br-].C1([N+](CC)(CC)CC)C=CC=CC=1.C1([N+](CC)(CC)CC)C=CC=CC=1.C1([N+](CC)(CC)CC)C=CC=CC=1. Product: [CH:1]1([CH2:7][N:8]2[C:12]([C:13]3[CH:18]=[CH:17][N:16]=[CH:15][CH:14]=3)=[C:11]([C:19]3[CH:24]=[CH:23][C:22]([Cl:25])=[C:21]([Cl:26])[CH:20]=3)[C:10](=[O:27])[N:9]2[CH3:28])[CH2:2][CH2:3][CH2:4][CH2:5][CH2:6]1. The catalyst class is: 588.